From a dataset of Catalyst prediction with 721,799 reactions and 888 catalyst types from USPTO. Predict which catalyst facilitates the given reaction. (1) Product: [F:1][C:2]1[CH:9]=[CH:8][C:7]([CH2:10][C:11]2[NH:12][C:13]([C:26]3[CH:31]=[CH:30][CH:29]=[C:28]([CH3:32])[N:27]=3)=[C:14]([C:16]3[CH:17]=[C:18]4[C:23](=[CH:24][CH:25]=3)[N:22]=[CH:21][CH:20]=[N:19]4)[N:15]=2)=[CH:6][C:3]=1[C:4]([NH2:5])=[O:33]. Reactant: [F:1][C:2]1[CH:9]=[CH:8][C:7]([CH2:10][C:11]2[NH:12][C:13]([C:26]3[CH:31]=[CH:30][CH:29]=[C:28]([CH3:32])[N:27]=3)=[C:14]([C:16]3[CH:17]=[C:18]4[C:23](=[CH:24][CH:25]=3)[N:22]=[CH:21][CH:20]=[N:19]4)[N:15]=2)=[CH:6][C:3]=1[C:4]#[N:5].[OH:33]S(O)(=O)=O.[NH4+].[OH-]. The catalyst class is: 86. (2) Reactant: [CH:1]([C:4]1[CH:5]=[C:6]2[C:11](=[C:12]([C:14]3[CH:15]=[C:16]([CH:29]=[CH:30][CH:31]=3)[CH2:17][NH:18][C:19]3[CH:24]=[CH:23][C:22]([S:25]([CH3:28])(=[O:27])=[O:26])=[CH:21][CH:20]=3)[CH:13]=1)[N:10]=[CH:9][CH:8]=[CH:7]2)([CH3:3])[CH3:2].[H-].[Na+].[CH:34]1([CH2:37]Br)[CH2:36][CH2:35]1. Product: [CH:34]1([CH2:37][N:18]([CH2:17][C:16]2[CH:29]=[CH:30][CH:31]=[C:14]([C:12]3[CH:13]=[C:4]([CH:1]([CH3:3])[CH3:2])[CH:5]=[C:6]4[C:11]=3[N:10]=[CH:9][CH:8]=[CH:7]4)[CH:15]=2)[C:19]2[CH:24]=[CH:23][C:22]([S:25]([CH3:28])(=[O:27])=[O:26])=[CH:21][CH:20]=2)[CH2:36][CH2:35]1. The catalyst class is: 3. (3) Reactant: [OH:1][CH2:2][C:3]1[CH:4]=[C:5]([OH:20])[CH:6]=[C:7]([O:9][C:10]2[CH:15]=[CH:14][C:13]([C:16]([F:19])([F:18])[F:17])=[CH:12][N:11]=2)[CH:8]=1.I[CH2:22][CH3:23].C(=O)([O-])[O-].[K+].[K+].C1OCCOCCOCCOCCOCCOC1. Product: [CH2:22]([O:20][C:5]1[CH:4]=[C:3]([CH2:2][OH:1])[CH:8]=[C:7]([O:9][C:10]2[CH:15]=[CH:14][C:13]([C:16]([F:17])([F:18])[F:19])=[CH:12][N:11]=2)[CH:6]=1)[CH3:23]. The catalyst class is: 21. (4) Reactant: [OH-:1].[K+].[NH:3]1[C:13]2[C:8](=[CH:9][CH:10]=[CH:11][CH:12]=2)[C:6](=O)[C:4]1=[O:5].[CH3:14][C:15]1[CH:20]=[C:19]([C:21]([CH3:23])=O)[CH:18]=[CH:17][C:16]=1[Cl:24]. Product: [Cl:24][C:16]1[CH:17]=[CH:18][C:19]([C:21]2[CH:23]=[C:6]([C:4]([OH:1])=[O:5])[C:8]3[C:13](=[CH:12][CH:11]=[CH:10][CH:9]=3)[N:3]=2)=[CH:20][C:15]=1[CH3:14]. The catalyst class is: 8. (5) Reactant: [CH2:1]([O:3][C:4](=[O:13])[C:5]([C:8]1[N:9]=[CH:10][NH:11][CH:12]=1)([CH3:7])[CH3:6])[CH3:2].[H-].[Na+].CI.[C:18](=O)([O-])O.[Na+]. Product: [CH2:1]([O:3][C:4](=[O:13])[C:5]([CH3:7])([C:8]1[N:9]=[CH:10][N:11]([CH3:18])[CH:12]=1)[CH3:6])[CH3:2]. The catalyst class is: 9. (6) Reactant: [NH2:1][C:2]1[CH:3]=[C:4]([N:16]([CH2:20][CH3:21])[C:17](=[O:19])[CH3:18])[CH:5]=[CH:6][C:7]=1[NH:8][CH2:9][CH:10]1[CH2:15][CH2:14][O:13][CH2:12][CH2:11]1.[CH3:22][C:23]([CH3:28])([CH3:27])[C:24](Cl)=O. Product: [C:23]([C:28]1[N:8]([CH2:9][CH:10]2[CH2:11][CH2:12][O:13][CH2:14][CH2:15]2)[C:7]2[CH:6]=[CH:5][C:4]([N:16]([CH2:20][CH3:21])[C:17](=[O:19])[CH3:18])=[CH:3][C:2]=2[N:1]=1)([CH3:27])([CH3:24])[CH3:22]. The catalyst class is: 79. (7) Reactant: CC([N:4](C)C)=O.[CH3:7][C@H:8]1[CH2:13][CH2:12][CH2:11][C@@H:10]([CH3:14])[N:9]1[CH2:15][CH2:16][NH:17][C:18]([C@@H:20]1[CH2:25][CH2:24][CH2:23][CH2:22][NH:21]1)=[O:19].Cl[C:27]1[N:31](C(OC(C)(C)C)=O)[C:30]2[CH:39]=[C:40]([F:44])[C:41]([F:43])=[CH:42][C:29]=2[N:28]=1. Product: [NH3:4].[CH3:14][C@H:10]1[CH2:11][CH2:12][CH2:13][C@@H:8]([CH3:7])[N:9]1[CH2:15][CH2:16][NH:17][C:18]([C@@H:20]1[CH2:25][CH2:24][CH2:23][CH2:22][N:21]1[C:27]1[NH:28][C:29]2[CH:42]=[C:41]([F:43])[C:40]([F:44])=[CH:39][C:30]=2[N:31]=1)=[O:19]. The catalyst class is: 113. (8) Reactant: FC([CH2:5][C:6]([OH:8])=[O:7])(F)F.[CH2:9]([O:11][C:12]1[CH:17]=[C:16]([CH2:18][N:19]2[CH2:33][CH2:32][C:22]3([CH2:26][N:25]([CH2:27][C:28](O)=[O:29])[C:24](=[O:31])[CH2:23]3)[CH2:21][CH2:20]2)[CH:15]=[C:14]([O:34][CH2:35][CH3:36])[C:13]=1[C:37]1[CH:42]=[CH:41][C:40]([F:43])=[CH:39][CH:38]=1)[CH3:10].CN([P+](ON1N=NC2C=CC=CC1=2)(N(C)C)N(C)C)C.F[P-](F)(F)(F)(F)F.CCN(C(C)C)C(C)C.[BH4-].[Na+].C(O)([C:84]([F:87])([F:86])[F:85])=O. Product: [F:85][C:84]([O:8][C:6](=[O:7])[CH3:5])([F:87])[F:86].[CH2:9]([O:11][C:12]1[CH:17]=[C:16]([CH2:18][N:19]2[CH2:20][CH2:21][C:22]3([CH2:26][N:25]([CH2:27][CH2:28][OH:29])[C:24](=[O:31])[CH2:23]3)[CH2:32][CH2:33]2)[CH:15]=[C:14]([O:34][CH2:35][CH3:36])[C:13]=1[C:37]1[CH:42]=[CH:41][C:40]([F:43])=[CH:39][CH:38]=1)[CH3:10]. The catalyst class is: 3. (9) Reactant: C([O:3][C:4](=O)[C:5]([OH:23])([C:19]([F:22])([F:21])[F:20])[CH2:6][C:7]([C:10]1[CH:15]=[C:14]([F:16])[CH:13]=[CH:12][C:11]=1[O:17][CH3:18])([CH3:9])[CH3:8])C.[H-].[Al+3].[Li+].[H-].[H-].[H-]. Product: [F:16][C:14]1[CH:13]=[CH:12][C:11]([O:17][CH3:18])=[C:10]([C:7]([CH3:9])([CH3:8])[CH2:6][C:5]([C:19]([F:21])([F:22])[F:20])([OH:23])[CH2:4][OH:3])[CH:15]=1. The catalyst class is: 1.